From a dataset of CYP2C19 inhibition data for predicting drug metabolism from PubChem BioAssay. Regression/Classification. Given a drug SMILES string, predict its absorption, distribution, metabolism, or excretion properties. Task type varies by dataset: regression for continuous measurements (e.g., permeability, clearance, half-life) or binary classification for categorical outcomes (e.g., BBB penetration, CYP inhibition). Dataset: cyp2c19_veith. (1) The drug is CC(=O)NCCc1c[nH]c2ccc(O)cc12. The result is 0 (non-inhibitor). (2) The compound is CCN1CCC[C@@H]1CNC(=O)c1cc(S(N)(=O)=O)ccc1OC. The result is 0 (non-inhibitor). (3) The compound is O=C(c1ccc(F)cc1)C1CCN(CCn2c(=O)[nH]c3ccccc3c2=O)CC1. The result is 1 (inhibitor). (4) The drug is C=CCN=C1CC(C)(C)CC(=O)/C1=C(\O)c1ccccc1. The result is 1 (inhibitor). (5) The molecule is CCc1cccc(CC)c1NC(=O)CN1CC(C)SC1=NC1CCCCC1. The result is 1 (inhibitor).